From a dataset of Forward reaction prediction with 1.9M reactions from USPTO patents (1976-2016). Predict the product of the given reaction. (1) The product is: [CH3:39][O:35][C:33](=[O:34])[CH2:32][N:21]1[C:10](=[O:12])[CH:9]([NH:8][C:6]([O:5][C:1]([CH3:2])([CH3:3])[CH3:4])=[O:7])[CH2:13][NH:14][C:15]2[CH:20]=[CH:19][CH:18]=[CH:17][C:16]1=2. Given the reactants [C:1]([O:5][C:6]([NH:8][C@@H:9]([CH2:13][NH:14][C:15]1[CH:20]=[CH:19][CH:18]=[CH:17][C:16]=1[N+:21]([O-])=O)[C:10]([OH:12])=O)=[O:7])([CH3:4])([CH3:3])[CH3:2].C(OC(N[CH:32](CN)[C:33]([OH:35])=[O:34])=O)(C)(C)C.F[C:39]1C=CC=CC=1[N+]([O-])=O.C(=O)(O)[O-].[Na+], predict the reaction product. (2) Given the reactants [CH3:1][O:2][C:3]([C@@H:5]1[C@H:9]([O:10][Si:11]([C:14]([CH3:17])([CH3:16])[CH3:15])([CH3:13])[CH3:12])[CH2:8][CH2:7][N:6]1[C:18]([O:20][C:21]([CH3:24])([CH3:23])[CH3:22])=[O:19])=[O:4].[Li+].[CH3:26]C([N-]C(C)C)C.IC.O, predict the reaction product. The product is: [CH3:1][O:2][C:3]([C@@:5]1([CH3:26])[C@H:9]([O:10][Si:11]([C:14]([CH3:17])([CH3:15])[CH3:16])([CH3:13])[CH3:12])[CH2:8][CH2:7][N:6]1[C:18]([O:20][C:21]([CH3:24])([CH3:23])[CH3:22])=[O:19])=[O:4]. (3) Given the reactants C([Si](C)(C)[O:6][C:7]1[CH:8]=[C:9]2[C:17](=[CH:18][CH:19]=1)[N:16]([C:20](=[O:22])[CH3:21])[C:15]1[C:14]3[CH:23]=[CH:24][CH:25]=[CH:26][C:13]=3[S:12][CH2:11][C:10]2=1)(C)(C)C.CCCC[N+](CCCC)(CCCC)CCCC.[F-], predict the reaction product. The product is: [OH:6][C:7]1[CH:8]=[C:9]2[C:17](=[CH:18][CH:19]=1)[N:16]([C:20](=[O:22])[CH3:21])[C:15]1[C:14]3[CH:23]=[CH:24][CH:25]=[CH:26][C:13]=3[S:12][CH2:11][C:10]2=1. (4) Given the reactants [CH3:1][O:2][C:3]1[CH:4]=[C:5]([N:12]2[CH2:17][CH2:16][N:15]([CH3:18])[CH2:14][CH2:13]2)[CH:6]=[CH:7][C:8]=1[N+:9]([O-])=O, predict the reaction product. The product is: [CH3:1][O:2][C:3]1[CH:4]=[C:5]([N:12]2[CH2:13][CH2:14][N:15]([CH3:18])[CH2:16][CH2:17]2)[CH:6]=[CH:7][C:8]=1[NH2:9]. (5) Given the reactants Cl.[F:2][C:3]1[CH:11]=[C:10]2[C:6]([C:7]([C:21]3[CH:22]=[CH:23][C:24]([NH2:27])=[N:25][CH:26]=3)=[CH:8][N:9]2[S:12]([C:15]2[CH:20]=[CH:19][CH:18]=[CH:17][CH:16]=2)(=[O:14])=[O:13])=[CH:5][CH:4]=1.N1C=CC=CC=1.[CH3:34][C:35](OC(C)=O)=[O:36], predict the reaction product. The product is: [F:2][C:3]1[CH:11]=[C:10]2[C:6]([C:7]([C:21]3[CH:22]=[CH:23][C:24]([NH:27][C:35](=[O:36])[CH3:34])=[N:25][CH:26]=3)=[CH:8][N:9]2[S:12]([C:15]2[CH:16]=[CH:17][CH:18]=[CH:19][CH:20]=2)(=[O:13])=[O:14])=[CH:5][CH:4]=1. (6) Given the reactants [OH:1][C:2]([C:27]1[CH:28]=[N:29][CH:30]=[CH:31][CH:32]=1)=[CH:3][C:4]1[N:13]2[CH2:14][CH2:15][N:16]=[C:12]2[C:11]2[CH:10]=[CH:9][C:8]([O:17][CH2:18][CH2:19][CH2:20][C:21]([O:23]C)=[O:22])=[C:7]([O:25][CH3:26])[C:6]=2[N:5]=1.Cl, predict the reaction product. The product is: [OH:1][C:2]([C:27]1[CH:28]=[N:29][CH:30]=[CH:31][CH:32]=1)=[CH:3][C:4]1[N:13]2[CH2:14][CH2:15][N:16]=[C:12]2[C:11]2[CH:10]=[CH:9][C:8]([O:17][CH2:18][CH2:19][CH2:20][C:21]([OH:23])=[O:22])=[C:7]([O:25][CH3:26])[C:6]=2[N:5]=1. (7) The product is: [CH2:22]([O:24][C:14]1[CH:15]=[CH:16][CH:17]=[C:18]([O:19][CH3:20])[C:13]=1[CH2:12][C:11]1[C:2]([NH2:1])=[N:3][C:4]2[C:9]([CH:10]=1)=[CH:8][CH:7]=[CH:6][CH:5]=2)[CH3:23]. Given the reactants [NH2:1][C:2]1[C:11]([CH2:12][C:13]2[C:18]([O:19][CH3:20])=[CH:17][CH:16]=[CH:15][C:14]=2O)=[CH:10][C:9]2[C:4](=[CH:5][CH:6]=[CH:7][CH:8]=2)[N:3]=1.[CH2:22]([OH:24])[CH3:23], predict the reaction product. (8) Given the reactants [F:1][C:2]1[CH:7]=[CH:6][C:5]([N:8]2[C:16]3[C:11](=[CH:12][C:13]([O:17][C@H:18]([C:22]4[CH:27]=[CH:26][CH:25]=[C:24]([O:28][CH3:29])[CH:23]=4)[C@@H:19]([NH2:21])[CH3:20])=[CH:14][CH:15]=3)[CH:10]=[N:9]2)=[CH:4][CH:3]=1.[NH:30]1[CH:34]=[C:33]([C:35](O)=[O:36])[N:32]=[CH:31]1, predict the reaction product. The product is: [F:1][C:2]1[CH:3]=[CH:4][C:5]([N:8]2[C:16]3[C:11](=[CH:12][C:13]([O:17][C@H:18]([C:22]4[CH:27]=[CH:26][CH:25]=[C:24]([O:28][CH3:29])[CH:23]=4)[C@@H:19]([NH:21][C:35]([C:33]4[N:32]=[CH:31][NH:30][CH:34]=4)=[O:36])[CH3:20])=[CH:14][CH:15]=3)[CH:10]=[N:9]2)=[CH:6][CH:7]=1. (9) Given the reactants [CH:1]([CH:3]1[CH2:8][CH2:7][N:6]([CH2:9][CH2:10][C:11]([O:13]C(C)(C)C)=[O:12])[CH2:5][CH2:4]1)=O.[C:18]1([C@@H:24]2[CH2:26][C@H:25]2[NH2:27])[CH:23]=[CH:22][CH:21]=[CH:20][CH:19]=1.[B-]C#N.[Na+].O, predict the reaction product. The product is: [C:18]1([C@@H:24]2[CH2:26][C@H:25]2[NH:27][CH2:1][CH:3]2[CH2:4][CH2:5][N:6]([CH2:9][CH2:10][C:11]([OH:13])=[O:12])[CH2:7][CH2:8]2)[CH:23]=[CH:22][CH:21]=[CH:20][CH:19]=1. (10) Given the reactants [Br:1][C:2]1[N:6]2[CH:7]([CH2:12][C:13]([O:15]CC)=[O:14])[CH2:8][NH:9][C:10](=[O:11])[C:5]2=[CH:4][C:3]=1[C:18]1[CH:23]=[CH:22][CH:21]=[C:20]([F:24])[CH:19]=1.[OH-].[Li+], predict the reaction product. The product is: [Br:1][C:2]1[N:6]2[CH:7]([CH2:12][C:13]([OH:15])=[O:14])[CH2:8][NH:9][C:10](=[O:11])[C:5]2=[CH:4][C:3]=1[C:18]1[CH:23]=[CH:22][CH:21]=[C:20]([F:24])[CH:19]=1.